Dataset: Full USPTO retrosynthesis dataset with 1.9M reactions from patents (1976-2016). Task: Predict the reactants needed to synthesize the given product. (1) Given the product [CH2:23]([N:11]1[CH:12]([C:17]2[CH:18]=[CH:19][CH:20]=[CH:21][CH:22]=2)[CH2:13][C:14]([CH3:16])([CH3:15])[N:9]2[N:8]=[CH:7][C:6]([C:4](=[O:5])[CH2:31][C:32]3[CH:40]=[CH:39][C:35]([CH3:36])=[CH:34][CH:33]=3)=[C:10]12)[C:24]1[CH:29]=[CH:28][CH:27]=[CH:26][CH:25]=1, predict the reactants needed to synthesize it. The reactants are: CON(C)[C:4]([C:6]1[CH:7]=[N:8][N:9]2[C:14]([CH3:16])([CH3:15])[CH2:13][CH:12]([C:17]3[CH:22]=[CH:21][CH:20]=[CH:19][CH:18]=3)[N:11]([CH2:23][C:24]3[CH:29]=[CH:28][CH:27]=[CH:26][CH:25]=3)[C:10]=12)=[O:5].[CH3:31][C:32]1[CH:40]=[CH:39][C:35]([CH2:36][Mg]Cl)=[CH:34][CH:33]=1. (2) Given the product [Br:48][CH2:17][C:14]([CH2:15][CH3:16])=[CH:13][CH2:12][C:11]1[C:10]([O:19][CH2:20][CH2:21][Si:22]([CH3:23])([CH3:25])[CH3:24])=[C:9]2[C:5]([CH2:6][O:7][C:8]2=[O:26])=[C:4]([CH3:27])[C:3]=1[CH2:1][CH3:2], predict the reactants needed to synthesize it. The reactants are: [CH2:1]([C:3]1[C:4]([CH3:27])=[C:5]2[C:9](=[C:10]([O:19][CH2:20][CH2:21][Si:22]([CH3:25])([CH3:24])[CH3:23])[C:11]=1[CH2:12][CH:13]=[C:14]([CH2:17]O)[CH2:15][CH3:16])[C:8](=[O:26])[O:7][CH2:6]2)[CH3:2].C1(P(C2C=CC=CC=2)C2C=CC=CC=2)C=CC=CC=1.C(Br)(Br)(Br)[Br:48].